Dataset: Full USPTO retrosynthesis dataset with 1.9M reactions from patents (1976-2016). Task: Predict the reactants needed to synthesize the given product. (1) Given the product [Cl:1][C:2]1[CH:3]=[CH:4][C:5]2[N:11]3[CH:12]=[CH:13][CH:14]=[C:10]3[C@@H:9]([CH2:15][C:16]([N:18]3[CH2:23][CH2:22][CH:21]([CH2:24][C:25]([O:27][CH2:28][CH3:29])=[O:26])[CH2:20][CH2:19]3)=[O:17])[O:8][C@H:7]([C:30]3[C:39]4[O:38][CH2:37][CH2:36][O:35][C:34]=4[CH:33]=[CH:32][CH:31]=3)[C:6]=2[CH:40]=1.[Cl:1][C:2]1[CH:3]=[CH:4][C:5]2[N:11]3[CH:12]=[CH:13][CH:14]=[C:10]3[C@H:9]([CH2:15][C:16]([N:18]3[CH2:23][CH2:22][CH:21]([CH2:24][C:25]([O:27][CH2:28][CH3:29])=[O:26])[CH2:20][CH2:19]3)=[O:17])[O:8][C@@H:7]([C:30]3[C:39]4[O:38][CH2:37][CH2:36][O:35][C:34]=4[CH:33]=[CH:32][CH:31]=3)[C:6]=2[CH:40]=1, predict the reactants needed to synthesize it. The reactants are: [Cl:1][C:2]1[CH:3]=[CH:4][C:5]2[N:11]3[CH:12]=[CH:13][CH:14]=[C:10]3[CH:9]([CH2:15][C:16]([N:18]3[CH2:23][CH2:22][CH:21]([CH2:24][C:25]([O:27][CH2:28][CH3:29])=[O:26])[CH2:20][CH2:19]3)=[O:17])[O:8][CH:7]([C:30]3[C:39]4[O:38][CH2:37][CH2:36][O:35][C:34]=4[CH:33]=[CH:32][CH:31]=3)[C:6]=2[CH:40]=1. (2) Given the product [OH:27][CH2:26][C@H:25]1[C@H:19]2[O:28][C@H:23]([CH2:22][N:21]([C:16]([C:13]3[S:14][CH:15]=[C:11]([C:7]4[S:6][C:5]([NH:4][C:1](=[O:3])[CH3:2])=[N:9][C:8]=4[CH3:10])[N:12]=3)=[O:17])[CH2:20]2)[O:24]1, predict the reactants needed to synthesize it. The reactants are: [C:1]([NH:4][C:5]1[S:6][C:7]([C:11]2[N:12]=[C:13]([C:16](Cl)=[O:17])[S:14][CH:15]=2)=[C:8]([CH3:10])[N:9]=1)(=[O:3])[CH3:2].[C@@H:19]12[O:28][C@@H:23]([O:24][C@H:25]1[CH2:26][OH:27])[CH2:22][NH:21][CH2:20]2.C(N(CC)CC)C. (3) The reactants are: C[O:2][C:3]1[CH:4]=[C:5]([C:9](=[O:12])[CH2:10][CH3:11])[CH:6]=[CH:7][CH:8]=1.C(O)(=O)C.Br. Given the product [OH:2][C:3]1[CH:4]=[C:5]([C:9](=[O:12])[CH2:10][CH3:11])[CH:6]=[CH:7][CH:8]=1, predict the reactants needed to synthesize it.